This data is from Forward reaction prediction with 1.9M reactions from USPTO patents (1976-2016). The task is: Predict the product of the given reaction. (1) Given the reactants [CH3:1][O:2][C:3]1[CH:12]=[C:11]2[C:6]([C:7]([O:13][C:14]3[CH:19]=[CH:18][C:17]([NH:20][C:21]4[C:30]5[C:25](=[CH:26][CH:27]=[CH:28][CH:29]=5)[C:24]([C:31]5[S:35][CH:34]=[C:33]([CH2:36]O)[CH:32]=5)=[N:23][N:22]=4)=[CH:16][CH:15]=3)=[CH:8][CH:9]=[N:10]2)=[N:5][CH:4]=1.C(N(S(F)(F)[F:44])CC)C.C([O-])(O)=O.[Na+], predict the reaction product. The product is: [F:44][CH2:36][C:33]1[CH:32]=[C:31]([C:24]2[C:25]3[C:30](=[CH:29][CH:28]=[CH:27][CH:26]=3)[C:21]([NH:20][C:17]3[CH:18]=[CH:19][C:14]([O:13][C:7]4[C:6]5[C:11](=[CH:12][C:3]([O:2][CH3:1])=[CH:4][N:5]=5)[N:10]=[CH:9][CH:8]=4)=[CH:15][CH:16]=3)=[N:22][N:23]=2)[S:35][CH:34]=1. (2) Given the reactants [N+:1]([C:4]1[CH:5]=[C:6]([OH:14])[CH:7]=[C:8]([C:10]([F:13])([F:12])[F:11])[CH:9]=1)([O-:3])=[O:2].[CH3:15][N:16]1[CH2:20][CH2:19][CH:18](O)[CH2:17]1.C1(P(C2C=CC=CC=2)C2C=CC=CC=2)C=CC=CC=1.N(C(OCC)=O)=NC(OCC)=O, predict the reaction product. The product is: [CH3:15][N:16]1[CH2:20][CH2:19][CH:18]([O:14][C:6]2[CH:7]=[C:8]([C:10]([F:11])([F:12])[F:13])[CH:9]=[C:4]([N+:1]([O-:3])=[O:2])[CH:5]=2)[CH2:17]1. (3) Given the reactants [Na].[O:2]=[C:3]1[CH:10]2[CH2:11][C:6]3([O:13][C:14]([C:16]([F:22])([F:21])[S:17]([OH:20])(=[O:19])=[O:18])=[O:15])[CH2:7][CH:8]([CH2:12][CH:4]1[CH2:5]3)[CH2:9]2.[Br-].[O:24]=[C:25]([C:32]1[CH:37]=[CH:36][CH:35]=[CH:34][CH:33]=1)[CH2:26][S+:27]1[CH2:31][CH2:30][CH2:29][CH2:28]1.O, predict the reaction product. The product is: [O:2]=[C:3]1[CH:10]2[CH2:11][C:6]3([O:13][C:14]([C:16]([F:22])([F:21])[S:17]([O-:20])(=[O:18])=[O:19])=[O:15])[CH2:7][CH:8]([CH2:12][CH:4]1[CH2:5]3)[CH2:9]2.[O:24]=[C:25]([C:32]1[CH:37]=[CH:36][CH:35]=[CH:34][CH:33]=1)[CH2:26][S+:27]1[CH2:28][CH2:29][CH2:30][CH2:31]1. (4) The product is: [O:1]=[C:2]1[C:11]2[N:10]=[CH:9][C:8]([C:12]#[N:13])=[CH:7][C:6]=2[CH2:5][CH2:4][CH2:3]1. Given the reactants [OH:1][CH:2]1[C:11]2[N:10]=[CH:9][C:8]([C:12]#[N:13])=[CH:7][C:6]=2[CH2:5][CH2:4][CH2:3]1.C(N(CC)CC)C, predict the reaction product.